Task: Predict the reaction yield, written as a fraction of the theoretical maximum amount of product (1.0 means a 100% yield; for example, 0.34 means a 34% yield).. Dataset: Reaction yield outcomes from USPTO patents with 853,638 reactions The reactants are [F:1][C:2]1[C:3]([C:15]#N)=[N:4][CH:5]=[CH:6][C:7]=1[C:8]1[C:9]([OH:14])=[N:10][CH:11]=[N:12][CH:13]=1.[F:17][C:18]1[CH:23]=[CH:22][C:21]([Mg]Br)=[CH:20][CH:19]=1.Cl.[OH-:27].[Na+]. The catalyst is O1CCCC1.C(Cl)Cl.O. The product is [F:1][C:2]1[C:3]([C:15]([C:21]2[CH:22]=[CH:23][C:18]([F:17])=[CH:19][CH:20]=2)=[O:27])=[N:4][CH:5]=[CH:6][C:7]=1[C:8]1[C:9]([OH:14])=[N:10][CH:11]=[N:12][CH:13]=1. The yield is 0.735.